This data is from Forward reaction prediction with 1.9M reactions from USPTO patents (1976-2016). The task is: Predict the product of the given reaction. (1) Given the reactants [F:1][C:2]1[CH:7]=[CH:6][C:5]([C:8]2[S:12][CH:11]=[N:10][CH:9]=2)=[CH:4][CH:3]=1.[Li]CCCC.CN([CH:21]=[O:22])C, predict the reaction product. The product is: [F:1][C:2]1[CH:3]=[CH:4][C:5]([C:8]2[S:12][C:11]([CH:21]=[O:22])=[N:10][CH:9]=2)=[CH:6][CH:7]=1. (2) The product is: [Cl:18][CH2:19][CH2:20][CH2:21][N:4]1[C:5]2[CH:10]=[CH:9][CH:8]=[CH:7][C:6]=2[O:1][CH2:2][C:3]1=[O:11]. Given the reactants [O:1]1[C:6]2[CH:7]=[CH:8][CH:9]=[CH:10][C:5]=2[NH:4][C:3](=[O:11])[CH2:2]1.C([O-])([O-])=O.[Cs+].[Cs+].[Cl:18][CH2:19][CH2:20][CH2:21]I.CCCCCCC, predict the reaction product. (3) The product is: [ClH:24].[ClH:24].[CH2:19]([N:18]1[C:14]([CH:11]2[CH2:12][CH2:13][NH:8][CH2:9][CH2:10]2)=[C:15]([CH3:23])[C:16]([CH2:21][CH3:22])=[N:17]1)[CH3:20]. Given the reactants C(OC([N:8]1[CH2:13][CH2:12][CH:11]([C:14]2[N:18]([CH2:19][CH3:20])[N:17]=[C:16]([CH2:21][CH3:22])[C:15]=2[CH3:23])[CH2:10][CH2:9]1)=O)(C)(C)C.[ClH:24], predict the reaction product. (4) The product is: [C:14]([O:18][C:19]([N:21]1[CH2:26][CH2:25][C@@H:24]([O:27][C:28]2[CH:29]=[N:30][C:31]([N:10]3[C:11]4[C:7](=[CH:6][C:5]([S:2]([CH3:1])(=[O:4])=[O:3])=[CH:13][CH:12]=4)[CH:8]=[CH:9]3)=[CH:32][CH:33]=2)[C@H:23]([F:35])[CH2:22]1)=[O:20])([CH3:17])([CH3:15])[CH3:16]. Given the reactants [CH3:1][S:2]([C:5]1[CH:6]=[C:7]2[C:11](=[CH:12][CH:13]=1)[NH:10][CH:9]=[CH:8]2)(=[O:4])=[O:3].[C:14]([O:18][C:19]([N:21]1[CH2:26][CH2:25][C@@H:24]([O:27][C:28]2[CH:29]=[N:30][C:31](Cl)=[CH:32][CH:33]=2)[C@H:23]([F:35])[CH2:22]1)=[O:20])([CH3:17])([CH3:16])[CH3:15], predict the reaction product. (5) Given the reactants [Li]CCCC.[CH2:6]([CH:9]1[CH2:17][C:16]2[C:11](=[CH:12][CH:13]=[C:14]([C:18]([F:21])([F:20])[F:19])[CH:15]=2)[C:10]1=[O:22])[CH2:7][CH3:8].[CH3:23][C:24]([O:27][C:28](/[N:30]=[N:31]/[C:32]([O:34][C:35]([CH3:38])([CH3:37])[CH3:36])=[O:33])=[O:29])([CH3:26])[CH3:25].O, predict the reaction product. The product is: [CH3:26][C:24]([O:27][C:28]([NH:30][N:31]([C:9]1([CH2:6][CH2:7][CH3:8])[CH2:17][C:16]2[C:11](=[CH:12][CH:13]=[C:14]([C:18]([F:20])([F:21])[F:19])[CH:15]=2)[C:10]1=[O:22])[C:32]([O:34][C:35]([CH3:38])([CH3:37])[CH3:36])=[O:33])=[O:29])([CH3:23])[CH3:25].